From a dataset of Full USPTO retrosynthesis dataset with 1.9M reactions from patents (1976-2016). Predict the reactants needed to synthesize the given product. (1) Given the product [N:6]1[C:5]2[CH:7]=[CH:8][CH:9]=[CH:10][C:4]=2[NH:3][C:2]=1[NH:11][CH:12]1[C:20]2[C:15](=[CH:16][C:17]([Cl:21])=[CH:18][CH:19]=2)[CH2:14][CH2:13]1, predict the reactants needed to synthesize it. The reactants are: Cl[C:2]1[NH:3][C:4]2[CH:10]=[CH:9][CH:8]=[CH:7][C:5]=2[N:6]=1.[NH2:11][CH:12]1[C:20]2[C:15](=[CH:16][C:17]([Cl:21])=[CH:18][CH:19]=2)[CH2:14][CH2:13]1. (2) Given the product [C:1]([C:4]1[CH:12]=[CH:11][C:7]([C:8]([N:14]([CH3:15])[CH3:13])=[O:9])=[CH:6][CH:5]=1)(=[O:3])[CH3:2], predict the reactants needed to synthesize it. The reactants are: [C:1]([C:4]1[CH:12]=[CH:11][C:7]([C:8](O)=[O:9])=[CH:6][CH:5]=1)(=[O:3])[CH3:2].[CH3:13][NH:14][CH3:15].Cl.CN(C)CCCN=C=NCC.O.ON1C2C=CC=CC=2N=N1.C(N(CC)C(C)C)(C)C. (3) Given the product [Cl:1][C:2]1[CH:3]=[CH:4][C:5]([C:8]2[N:9]=[CH:10][CH:11]=[C:12]3[C:16]([CH2:25][O:24][CH2:21][CH3:22])=[C:15]([CH3:17])[NH:14][C:13]=23)=[CH:6][CH:7]=1, predict the reactants needed to synthesize it. The reactants are: [Cl:1][C:2]1[CH:7]=[CH:6][C:5]([C:8]2[N:9]=[CH:10][CH:11]=[C:12]3[CH:16]=[C:15]([CH3:17])[NH:14][C:13]=23)=[CH:4][CH:3]=1.CNC.[C:21]([OH:24])(=O)[CH3:22].[CH2:25]=O. (4) Given the product [Cl:3][C:4]1[CH:34]=[CH:33][CH:32]=[CH:31][C:5]=1[CH2:6][O:7][C:8](=[O:30])[NH:9][C:10]1[CH:11]=[N:12][N:13]([CH2:15][C:16]2[N:17]=[C:18]([CH2:21][OH:22])[O:19][CH:20]=2)[CH:14]=1, predict the reactants needed to synthesize it. The reactants are: N#N.[Cl:3][C:4]1[CH:34]=[CH:33][CH:32]=[CH:31][C:5]=1[CH2:6][O:7][C:8](=[O:30])[NH:9][C:10]1[CH:11]=[N:12][N:13]([CH2:15][C:16]2[N:17]=[C:18]([C:21](C)(C)[O:22][SiH2]C(C)(C)C)[O:19][CH:20]=2)[CH:14]=1.CCCC[N+](CCCC)(CCCC)CCCC.[F-].[NH4+].[Cl-]. (5) Given the product [P:12]([CH2:11][NH:10][C:7]([C:5]1[O:6][C:2]([Br:1])=[CH:3][CH:4]=1)=[O:9])([OH:19])([OH:16])=[O:13], predict the reactants needed to synthesize it. The reactants are: [Br:1][C:2]1[O:6][C:5]([C:7]([OH:9])=O)=[CH:4][CH:3]=1.[NH2:10][CH2:11][P:12](=[O:19])([O:16]CC)[O:13]CC.C[Si](Br)(C)C. (6) Given the product [Cl:22]([O-:26])(=[O:25])(=[O:24])=[O:23].[OH:13][C:12]1[O+:14]=[C:15]([CH3:16])[C:6]2[C:5]([CH:11]=1)=[CH:4][C:3]([O:2][CH3:1])=[C:8]([O:9][CH3:10])[CH:7]=2, predict the reactants needed to synthesize it. The reactants are: [CH3:1][O:2][C:3]1[CH:4]=[C:5]([CH2:11][C:12]([OH:14])=[O:13])[CH:6]=[CH:7][C:8]=1[O:9][CH3:10].[C:15](OC(=O)C)(=O)[CH3:16].[Cl:22]([OH:26])(=[O:25])(=[O:24])=[O:23]. (7) Given the product [OH:11][CH2:12][CH2:13][C:14]1[S:15][C:16]([C:22]([O:24][CH:25]([CH3:27])[CH3:26])=[O:23])=[CH:17][CH:18]=1, predict the reactants needed to synthesize it. The reactants are: C([Li])CCC.C([Si](C)(C)[O:11][CH2:12][CH2:13][C:14]1[S:15][CH:16]=[CH:17][CH:18]=1)(C)(C)C.Cl[C:22]([O:24][CH:25]([CH3:27])[CH3:26])=[O:23].